From a dataset of Reaction yield outcomes from USPTO patents with 853,638 reactions. Predict the reaction yield, written as a fraction of the theoretical maximum amount of product (1.0 means a 100% yield; for example, 0.34 means a 34% yield). (1) The reactants are C(OC1C=C(C=C(OCC2C=CC=CC=2)C=1)CN)C1C=CC=CC=1.[CH2:25]([O:32][C:33]1[CH:40]=[CH:39][C:36]([C:37]#[N:38])=[CH:35][C:34]=1[OH:41])[C:26]1[CH:31]=[CH:30][CH:29]=[CH:28][CH:27]=1. No catalyst specified. The product is [CH2:25]([O:32][C:33]1[CH:40]=[CH:39][C:36]([CH2:37][NH2:38])=[CH:35][C:34]=1[OH:41])[C:26]1[CH:31]=[CH:30][CH:29]=[CH:28][CH:27]=1. The yield is 0.330. (2) The reactants are [C:1]([C:5]1[N:10]=[C:9]([CH3:11])[N:8]=[C:7]([N:12]2[CH2:17][CH2:16][N:15]([CH2:18][CH2:19][CH2:20][CH2:21][NH2:22])[CH2:14][CH2:13]2)[CH:6]=1)([CH3:4])([CH3:3])[CH3:2].C1N=CN([C:28](N2C=NC=C2)=[O:29])C=1.[C:35]1([N:41]2[CH2:46][CH2:45][NH:44][CH2:43][CH2:42]2)[CH:40]=[CH:39][CH:38]=[CH:37][CH:36]=1. The catalyst is C(Cl)(Cl)Cl.CO. The product is [C:1]([C:5]1[N:10]=[C:9]([CH3:11])[N:8]=[C:7]([N:12]2[CH2:13][CH2:14][N:15]([CH2:18][CH2:19][CH2:20][CH2:21][NH:22][C:28]([N:44]3[CH2:45][CH2:46][N:41]([C:35]4[CH:40]=[CH:39][CH:38]=[CH:37][CH:36]=4)[CH2:42][CH2:43]3)=[O:29])[CH2:16][CH2:17]2)[CH:6]=1)([CH3:4])([CH3:2])[CH3:3]. The yield is 0.260. (3) The reactants are [N:1]([CH2:4][CH:5]1[NH:10][C:9]2[C:11](Br)=[CH:12][C:13]([Cl:15])=[CH:14][C:8]=2[O:7][CH2:6]1)=[N+:2]=[N-:3].[CH3:17][C:18]1[CH:23]=[CH:22][C:21](B(O)O)=[C:20]([C:27]([F:30])([F:29])[F:28])[CH:19]=1. No catalyst specified. The product is [N:1]([CH2:4][CH:5]1[NH:10][C:9]2[C:11]([C:21]3[CH:22]=[CH:23][C:18]([CH3:17])=[CH:19][C:20]=3[C:27]([F:28])([F:30])[F:29])=[CH:12][C:13]([Cl:15])=[CH:14][C:8]=2[O:7][CH2:6]1)=[N+:2]=[N-:3]. The yield is 0.170. (4) The reactants are OO.[Cl:3][C:4]1[N:9]=[C:8]2[NH:10][N:11]=[C:12]([S:13][CH3:14])[C:7]2=[C:6]([NH:15][CH:16]2[CH2:18][CH2:17]2)[N:5]=1.[OH2:19].C(O)(=[O:22])C. No catalyst specified. The product is [Cl:3][C:4]1[N:9]=[C:8]2[NH:10][N:11]=[C:12]([S:13]([CH3:14])(=[O:22])=[O:19])[C:7]2=[C:6]([NH:15][CH:16]2[CH2:17][CH2:18]2)[N:5]=1. The yield is 0.720. (5) The reactants are [CH2:1]1[CH2:6][C@H:5]([C:7]([OH:9])=[O:8])[CH2:4][CH2:3][C@H:2]1[CH2:10][NH2:11].[CH3:12][C:13]([CH3:33])([CH3:32])[C:14]([O:16][CH:17]([O:21][C:22](ON1C(=O)CCC1=O)=[O:23])[CH:18]([CH3:20])[CH3:19])=[O:15]. The catalyst is CC(OC)(C)C.CC(C)=O.O. The product is [CH3:33][C:13]([CH3:12])([CH3:32])[C:14]([O:16][CH:17]([O:21][C:22]([NH:11][CH2:10][C@H:2]1[CH2:3][CH2:4][C@H:5]([C:7]([OH:9])=[O:8])[CH2:6][CH2:1]1)=[O:23])[CH:18]([CH3:20])[CH3:19])=[O:15]. The yield is 0.0300. (6) The reactants are [OH:1][C:2]1[C:11]2[C:6](=[CH:7][CH:8]=[CH:9][CH:10]=2)[N:5]([NH:12][CH2:13][CH2:14][CH3:15])[C:4](=[O:16])[C:3]=1[C:17]1[NH:22][C:21]2[CH:23]=[CH:24][C:25]([OH:27])=[CH:26][C:20]=2[S:19](=[O:29])(=[O:28])[N:18]=1.C(=O)([O-])[O-].[Cs+].[Cs+].Br[CH2:37][C:38]([NH2:40])=[O:39]. The catalyst is CN(C)C=O.[I-].C([N+](CCCC)(CCCC)CCCC)CCC. The product is [OH:1][C:2]1[C:11]2[C:6](=[CH:7][CH:8]=[CH:9][CH:10]=2)[N:5]([NH:12][CH2:13][CH2:14][CH3:15])[C:4](=[O:16])[C:3]=1[C:17]1[NH:22][C:21]2[CH:23]=[CH:24][C:25]([O:27][CH2:37][C:38]([NH2:40])=[O:39])=[CH:26][C:20]=2[S:19](=[O:28])(=[O:29])[N:18]=1. The yield is 0.370. (7) The reactants are [BH4-].[Na+].B(F)(F)F.CCOCC.[Br:12][C:13]1[CH:21]=[CH:20][C:19]([CH2:22][N:23]2[C:29](=[O:30])[C:28]3[C:31]([F:38])=[CH:32][C:33]([CH:35]4[CH2:37][CH2:36]4)=[CH:34][C:27]=3[O:26][CH2:25][CH2:24]2)=[CH:18][C:14]=1[C:15](O)=[O:16]. The catalyst is COCCOC. The product is [Br:12][C:13]1[CH:21]=[CH:20][C:19]([CH2:22][N:23]2[C:29](=[O:30])[C:28]3[C:31]([F:38])=[CH:32][C:33]([CH:35]4[CH2:36][CH2:37]4)=[CH:34][C:27]=3[O:26][CH2:25][CH2:24]2)=[CH:18][C:14]=1[CH2:15][OH:16]. The yield is 0.580. (8) The reactants are [F:1][C:2]([F:16])([F:15])[C:3]1[N:8]=[CH:7][C:6](/[CH:9]=[CH:10]/[C:11]([O:13][CH3:14])=[O:12])=[CH:5][N:4]=1. The catalyst is CO.[Pd]. The product is [F:16][C:2]([F:1])([F:15])[C:3]1[N:4]=[CH:5][C:6]([CH2:9][CH2:10][C:11]([O:13][CH3:14])=[O:12])=[CH:7][N:8]=1. The yield is 0.658. (9) The reactants are C(Cl)CCl.[NH2:5][C:6]1[N:11]=[CH:10][C:9]([CH:12]=[CH:13][C:14]([OH:16])=O)=[CH:8][CH:7]=1.[CH3:17][N:18]1[C:26]2[C:21](=[CH:22][CH:23]=[CH:24][CH:25]=2)[C:20]([CH2:27][NH:28][CH3:29])=[CH:19]1.C1C=CC2N(O)N=NC=2C=1.O.C(N(C(C)C)CC)(C)C. The catalyst is CN(C=O)C. The product is [NH2:5][C:6]1[N:11]=[CH:10][C:9](/[CH:12]=[CH:13]/[C:14]([N:28]([CH3:29])[CH2:27][C:20]2[C:21]3[C:26](=[CH:25][CH:24]=[CH:23][CH:22]=3)[N:18]([CH3:17])[CH:19]=2)=[O:16])=[CH:8][CH:7]=1. The yield is 0.550.